From a dataset of Full USPTO retrosynthesis dataset with 1.9M reactions from patents (1976-2016). Predict the reactants needed to synthesize the given product. (1) Given the product [S:36](=[O:38])(=[O:37])([O:24][C:4]1[CH:5]=[C:6]2[C:11](=[CH:12][C:3]=1[O:2][CH3:1])[CH2:10][N:9]([CH2:13][C:14]1[CH:19]=[CH:18][CH:17]=[C:16]([O:20][CH3:21])[CH:15]=1)[C:8]([CH3:23])([CH3:22])[CH2:7]2)[NH2:35], predict the reactants needed to synthesize it. The reactants are: [CH3:1][O:2][C:3]1[CH:12]=[C:11]2[C:6]([CH2:7][C:8]([CH3:23])([CH3:22])[N:9]([CH2:13][C:14]3[CH:19]=[CH:18][CH:17]=[C:16]([O:20][CH3:21])[CH:15]=3)[CH2:10]2)=[CH:5][C:4]=1[O:24][Si](C(C)C)(C(C)C)C(C)C.[NH2:35][S:36](Cl)(=[O:38])=[O:37]. (2) Given the product [F:1][C:23]1[CH:24]=[CH:25][C:20]([O:19][C:16]2[CH:15]=[CH:14][C:13]([C:12]([F:11])([F:34])[F:35])=[CH:18][N:17]=2)=[CH:21][C:22]=1[CH:26]=[C:27]1[CH2:32][CH2:31][CH:30]([NH2:33])[CH2:29][CH2:28]1, predict the reactants needed to synthesize it. The reactants are: [F:1]C1C=CC(O)=CC=1C=O.[F:11][C:12]([F:35])([F:34])[C:13]1[CH:14]=[CH:15][C:16]([O:19][C:20]2[CH:21]=[C:22]([CH:26]=[C:27]3[CH2:32][CH2:31][CH:30]([NH2:33])[CH2:29][CH2:28]3)[CH:23]=[CH:24][CH:25]=2)=[N:17][CH:18]=1. (3) Given the product [F:8][C:7]1[C:2]([C:29]2[CH:30]=[CH:31][C:26]([S:23]([CH3:22])(=[O:25])=[O:24])=[CH:27][CH:28]=2)=[CH:3][C:4]([C:9]2[S:13][C:12]([NH2:14])=[N:11][C:10]=2[C:15]2[CH:20]=[CH:19][CH:18]=[C:17]([CH3:21])[N:16]=2)=[CH:5][CH:6]=1, predict the reactants needed to synthesize it. The reactants are: Br[C:2]1[CH:3]=[C:4]([C:9]2[S:13][C:12]([NH2:14])=[N:11][C:10]=2[C:15]2[CH:20]=[CH:19][CH:18]=[C:17]([CH3:21])[N:16]=2)[CH:5]=[CH:6][C:7]=1[F:8].[CH3:22][S:23]([C:26]1[CH:31]=[CH:30][C:29](B(O)O)=[CH:28][CH:27]=1)(=[O:25])=[O:24].O. (4) Given the product [C:35]([NH:32][C:33]([N:12]1[CH2:13][CH2:14][CH:15]([C:16]2[CH:21]=[CH:20][CH:19]=[C:18]([Cl:22])[CH:17]=2)[C:10]2([C:5]3[C:6](=[CH:7][C:2]([Cl:1])=[CH:3][CH:4]=3)[NH:8][C:9]2=[O:31])[CH:11]1[C:24]1[CH:29]=[CH:28][CH:27]=[C:26]([F:30])[CH:25]=1)=[O:34])([CH3:38])([CH3:37])[CH3:36], predict the reactants needed to synthesize it. The reactants are: [Cl:1][C:2]1[CH:7]=[C:6]2[NH:8][C:9](=[O:31])[C:10]3([CH:15]([C:16]4[CH:21]=[CH:20][CH:19]=[C:18]([Cl:22])[CH:17]=4)[CH2:14][C:13](=O)[NH:12][CH:11]3[C:24]3[CH:29]=[CH:28][CH:27]=[C:26]([F:30])[CH:25]=3)[C:5]2=[CH:4][CH:3]=1.[N:32]([C:35]([CH3:38])([CH3:37])[CH3:36])=[C:33]=[O:34].